This data is from Peptide-MHC class II binding affinity with 134,281 pairs from IEDB. The task is: Regression. Given a peptide amino acid sequence and an MHC pseudo amino acid sequence, predict their binding affinity value. This is MHC class II binding data. (1) The peptide sequence is ATAGTTVYGAF. The MHC is HLA-DQA10501-DQB10301 with pseudo-sequence HLA-DQA10501-DQB10301. The binding affinity (normalized) is 0.373. (2) The peptide sequence is PVQEFTVPRTKYTAT. The MHC is HLA-DQA10102-DQB10602 with pseudo-sequence HLA-DQA10102-DQB10602. The binding affinity (normalized) is 0.116. (3) The peptide sequence is NRQIMDNSAKYVEHD. The MHC is DRB1_1101 with pseudo-sequence DRB1_1101. The binding affinity (normalized) is 0.369. (4) The peptide sequence is AAASWDALAAELASA. The MHC is DRB1_1302 with pseudo-sequence DRB1_1302. The binding affinity (normalized) is 0.0842.